Dataset: Catalyst prediction with 721,799 reactions and 888 catalyst types from USPTO. Task: Predict which catalyst facilitates the given reaction. (1) Reactant: [OH:1][C:2]1[CH:7]=[C:6]([O:8][CH3:9])[CH:5]=[C:4](O)[C:3]=1[NH:11][C:12]([C:14]1[N:15]=[C:16]2[N:20]([CH:21]=1)[N:19]=[C:18]([S:22][CH3:23])[S:17]2)=[O:13].C(O)(C(F)(F)F)=O. Product: [CH3:9][O:8][C:6]1[CH:5]=[C:4]2[O:13][C:12]([C:14]3[N:15]=[C:16]4[N:20]([CH:21]=3)[N:19]=[C:18]([S:22][CH3:23])[S:17]4)=[N:11][C:3]2=[C:2]([OH:1])[CH:7]=1. The catalyst class is: 15. (2) Reactant: [C:1]1([C:28]2[CH:33]=[CH:32][CH:31]=[CH:30][CH:29]=2)[CH:6]=[CH:5][C:4]([NH:7][C:8](=[O:27])[C:9]2[CH:14]=[CH:13][C:12]([CH2:15][O:16][CH2:17][CH2:18][CH2:19][O:20][CH3:21])=[C:11]([NH:22][C:23](=[O:26])[CH2:24]Cl)[CH:10]=2)=[CH:3][CH:2]=1.C(N(CC)CC)C.[NH:41]1[CH2:46][CH2:45][O:44][CH2:43][CH2:42]1.[I-].[K+]. Product: [C:1]1([C:28]2[CH:33]=[CH:32][CH:31]=[CH:30][CH:29]=2)[CH:6]=[CH:5][C:4]([NH:7][C:8](=[O:27])[C:9]2[CH:14]=[CH:13][C:12]([CH2:15][O:16][CH2:17][CH2:18][CH2:19][O:20][CH3:21])=[C:11]([NH:22][C:23](=[O:26])[CH2:24][N:41]3[CH2:46][CH2:45][O:44][CH2:43][CH2:42]3)[CH:10]=2)=[CH:3][CH:2]=1. The catalyst class is: 3. (3) Reactant: [OH-].[K+].[Cl:3][C:4]1[C:11]([O:12][CH3:13])=[CH:10][CH:9]=[CH:8][C:5]=1[CH:6]=O.[CH:14](=[O:16])[CH3:15]. Product: [Cl:3][C:4]1[C:11]([O:12][CH3:13])=[CH:10][CH:9]=[CH:8][C:5]=1/[CH:6]=[CH:15]/[CH:14]=[O:16]. The catalyst class is: 46. (4) Reactant: [Cl:1][C:2]1[CH:3]=[C:4]([CH:25]=[CH:26][N:27]=1)[C:5]([NH:7][C:8]1[CH:9]=[CH:10][C:11]([CH3:24])=[C:12]([C:14]2[CH:19]=[CH:18][C:17]([C:20]([O:22]C)=[O:21])=[CH:16][CH:15]=2)[CH:13]=1)=[O:6].O.[OH-].[Li+].C1COCC1.Cl. Product: [Cl:1][C:2]1[CH:3]=[C:4]([CH:25]=[CH:26][N:27]=1)[C:5]([NH:7][C:8]1[CH:9]=[CH:10][C:11]([CH3:24])=[C:12]([C:14]2[CH:15]=[CH:16][C:17]([C:20]([OH:22])=[O:21])=[CH:18][CH:19]=2)[CH:13]=1)=[O:6]. The catalyst class is: 6. (5) Reactant: [CH3:1][C:2](=C)[CH2:3][C:4]1[CH:13]=[CH:12][C:7]2[C:8](=[O:11])[O:9][CH2:10][C:6]=2[CH:5]=1.I([O-])(=O)(=O)=[O:16].[Na+]. Product: [O:16]=[C:2]([CH3:1])[CH2:3][C:4]1[CH:13]=[CH:12][C:7]2[C:8](=[O:11])[O:9][CH2:10][C:6]=2[CH:5]=1. The catalyst class is: 822. (6) Reactant: [Cl:1][C:2]1[CH:3]=[CH:4][C:5]([N+:11]([O-:13])=[O:12])=[C:6]([CH:10]=1)[C:7]([OH:9])=O.C(Cl)(=O)C(Cl)=O.CCN(C(C)C)C(C)C.[CH3:29][O:30][C:31]1[CH:32]=[C:33]([NH2:45])[CH:34]=[CH:35][C:36]=1[O:37][CH2:38][CH2:39][N:40]1[CH2:44][CH2:43][CH2:42][CH2:41]1. Product: [Cl:1][C:2]1[CH:3]=[CH:4][C:5]([N+:11]([O-:13])=[O:12])=[C:6]([CH:10]=1)[C:7]([NH:45][C:33]1[CH:34]=[CH:35][C:36]([O:37][CH2:38][CH2:39][N:40]2[CH2:41][CH2:42][CH2:43][CH2:44]2)=[C:31]([O:30][CH3:29])[CH:32]=1)=[O:9]. The catalyst class is: 139. (7) Reactant: [Mg].Br[C:3]1[CH:11]=[CH:10][C:6]2[O:7][CH2:8][O:9][C:5]=2[CH:4]=1.[CH2:12]([N:19]1[CH2:24][CH2:23][C:22](=[O:25])[CH2:21][CH2:20]1)[C:13]1[CH:18]=[CH:17][CH:16]=[CH:15][CH:14]=1.[Cl-].[NH4+]. Product: [O:7]1[C:6]2[CH:10]=[CH:11][C:3]([C:22]3([OH:25])[CH2:23][CH2:24][N:19]([CH2:12][C:13]4[CH:18]=[CH:17][CH:16]=[CH:15][CH:14]=4)[CH2:20][CH2:21]3)=[CH:4][C:5]=2[O:9][CH2:8]1. The catalyst class is: 7.